The task is: Predict the reactants needed to synthesize the given product.. This data is from Full USPTO retrosynthesis dataset with 1.9M reactions from patents (1976-2016). (1) Given the product [Si:27]([O:15][CH2:14][C@@H:4]1[CH2:3][C@@H:2]([OH:1])[CH2:6][N:5]1[C:7]([O:9][C:10]([CH3:11])([CH3:12])[CH3:13])=[O:8])([C:24]([CH3:26])([CH3:25])[CH3:23])([CH3:29])[CH3:28], predict the reactants needed to synthesize it. The reactants are: [OH:1][C@H:2]1[CH2:6][N:5]([C:7]([O:9][C:10]([CH3:13])([CH3:12])[CH3:11])=[O:8])[C@H:4]([CH2:14][OH:15])[CH2:3]1.CCN(CC)CC.[CH3:23][C:24]([Si:27](Cl)([CH3:29])[CH3:28])([CH3:26])[CH3:25]. (2) Given the product [Cl:26][C:5]1[CH:6]=[C:7]([C:8]([NH:10][C@H:11]([C:13]2[CH:14]=[CH:15][C:16]([C:17]([OH:19])=[O:18])=[CH:24][CH:25]=2)[CH3:12])=[O:9])[C:2]([O:35][C:31]2[CH:32]=[CH:33][CH:34]=[C:29]([S:28][CH3:27])[CH:30]=2)=[N:3][CH:4]=1, predict the reactants needed to synthesize it. The reactants are: Cl[C:2]1[C:7]([C:8]([NH:10][C@H:11]([C:13]2[CH:25]=[CH:24][C:16]([C:17]([O:19]C(C)(C)C)=[O:18])=[CH:15][CH:14]=2)[CH3:12])=[O:9])=[CH:6][C:5]([Cl:26])=[CH:4][N:3]=1.[CH3:27][S:28][C:29]1[CH:30]=[C:31]([OH:35])[CH:32]=[CH:33][CH:34]=1. (3) Given the product [CH3:28][S:29]([O:25][C@@H:20]1[CH2:21][CH2:22][CH2:23][CH2:24][C@H:19]1[NH:18][C:16]1[S:17][C:13]2[CH:12]=[C:11]([CH2:10][N:3]3[C:4]4=[N:5][CH:6]=[CH:7][CH:8]=[C:9]4[N:1]=[CH:2]3)[CH:27]=[CH:26][C:14]=2[N:15]=1)(=[O:31])=[O:30], predict the reactants needed to synthesize it. The reactants are: [N:1]1[C:9]2[C:4](=[N:5][CH:6]=[CH:7][CH:8]=2)[N:3]([CH2:10][C:11]2[CH:27]=[CH:26][C:14]3[N:15]=[C:16]([NH:18][C@@H:19]4[CH2:24][CH2:23][CH2:22][CH2:21][C@H:20]4[OH:25])[S:17][C:13]=3[CH:12]=2)[CH:2]=1.[CH3:28][S:29](O)(=[O:31])=[O:30]. (4) Given the product [Br:1][C:2]1[CH:3]=[C:4]2[N:10]([S:11]([C:14]3[CH:20]=[CH:19][C:17]([CH3:18])=[CH:16][CH:15]=3)(=[O:13])=[O:12])[CH:9]=[CH:8][C:5]2=[N:6][CH:7]=1, predict the reactants needed to synthesize it. The reactants are: [Br:1][C:2]1[CH:3]=[C:4]2[NH:10][CH:9]=[CH:8][C:5]2=[N:6][CH:7]=1.[S:11](Cl)([C:14]1[CH:20]=[CH:19][C:17]([CH3:18])=[CH:16][CH:15]=1)(=[O:13])=[O:12]. (5) Given the product [CH3:1][O:2][CH2:3][O:4][CH:5]1[CH2:10][CH2:9][CH2:8][CH2:7][CH2:6]1.[CH3:21][S:22]([O:14][CH3:13])(=[O:24])=[O:23].[CH3:21][S:22]([O:14][CH3:13])(=[O:24])=[O:23], predict the reactants needed to synthesize it. The reactants are: [CH3:1][O:2][CH2:3][O:4][CH:5]1[CH2:10][CH2:9][C:8]([CH2:13][OH:14])(CO)[CH2:7][CH2:6]1.N1C=CC=CC=1.[CH3:21][S:22](Cl)(=[O:24])=[O:23]. (6) Given the product [Si:41]([O:1][CH:2]([C:28]([CH3:29])([CH3:31])[CH3:30])[CH2:3][O:4][C:5]1[CH:10]=[CH:9][C:8]([C:11]([C:16]2[CH:25]=[CH:24][C:19]([C:20]([O:22][CH3:23])=[O:21])=[C:18]([CH3:26])[CH:17]=2)([CH2:12][CH3:13])[CH2:14][CH3:15])=[CH:7][C:6]=1[CH3:27])([C:38]([CH3:40])([CH3:39])[CH3:37])([CH3:43])[CH3:42], predict the reactants needed to synthesize it. The reactants are: [OH:1][CH:2]([C:28]([CH3:31])([CH3:30])[CH3:29])[CH2:3][O:4][C:5]1[CH:10]=[CH:9][C:8]([C:11]([C:16]2[CH:25]=[CH:24][C:19]([C:20]([O:22][CH3:23])=[O:21])=[C:18]([CH3:26])[CH:17]=2)([CH2:14][CH3:15])[CH2:12][CH3:13])=[CH:7][C:6]=1[CH3:27].N1C=CN=C1.[CH3:37][C:38]([Si:41](Cl)([CH3:43])[CH3:42])([CH3:40])[CH3:39]. (7) The reactants are: [CH3:1][C:2]1[CH:24]=[CH:23][C:5]([C:6]([NH:8][C:9]2[S:10][C:11]3[CH:17]=[C:16]([C:18]([O:20]CC)=[O:19])[CH:15]=[CH:14][C:12]=3[N:13]=2)=[O:7])=[CH:4][CH:3]=1.[OH-].[Na+]. Given the product [CH3:1][C:2]1[CH:3]=[CH:4][C:5]([C:6]([NH:8][C:9]2[S:10][C:11]3[CH:17]=[C:16]([C:18]([OH:20])=[O:19])[CH:15]=[CH:14][C:12]=3[N:13]=2)=[O:7])=[CH:23][CH:24]=1, predict the reactants needed to synthesize it.